Dataset: Reaction yield outcomes from USPTO patents with 853,638 reactions. Task: Predict the reaction yield, written as a fraction of the theoretical maximum amount of product (1.0 means a 100% yield; for example, 0.34 means a 34% yield). (1) The reactants are [NH2:1][C:2]1[CH:3]=[C:4]([C:10]2[C:11]([CH3:29])=[C:12]([NH:16][C:17](=[O:28])[C:18]3[CH:23]=[CH:22][C:21]([C:24]([CH3:27])([CH3:26])[CH3:25])=[CH:20][CH:19]=3)[CH:13]=[CH:14][CH:15]=2)[CH:5]=[N:6][C:7]=1[O:8][CH3:9].Cl[C:31]1[N:36]=[N:35][C:34]([N:37]2[CH2:42][CH2:41][O:40][CH2:39][CH2:38]2)=[CH:33][CH:32]=1.CC1(C)C2C=CC=C(P(C3C=CC=CC=3)C3C=CC=CC=3)C=2OC2C1=CC=CC=2P(C1C=CC=CC=1)C1C=CC=CC=1.C([O-])([O-])=O.[Cs+].[Cs+]. The catalyst is O1CCOCC1.C1C=CC(/C=C/C(/C=C/C2C=CC=CC=2)=O)=CC=1.C1C=CC(/C=C/C(/C=C/C2C=CC=CC=2)=O)=CC=1.C1C=CC(/C=C/C(/C=C/C2C=CC=CC=2)=O)=CC=1.[Pd].[Pd]. The product is [C:24]([C:21]1[CH:20]=[CH:19][C:18]([C:17]([NH:16][C:12]2[CH:13]=[CH:14][CH:15]=[C:10]([C:4]3[CH:5]=[N:6][C:7]([O:8][CH3:9])=[C:2]([NH:1][C:31]4[N:36]=[N:35][C:34]([N:37]5[CH2:38][CH2:39][O:40][CH2:41][CH2:42]5)=[CH:33][CH:32]=4)[CH:3]=3)[C:11]=2[CH3:29])=[O:28])=[CH:23][CH:22]=1)([CH3:25])([CH3:26])[CH3:27]. The yield is 0.220. (2) The product is [C:1]1([C:7]2[N:11]=[C:10]([CH2:12][CH2:13][NH:14][C:25](=[O:26])[C:24]3[CH:28]=[CH:29][CH:30]=[C:22]([C:19]4[N:18]=[C:17]([C:16]([F:32])([F:31])[F:15])[O:21][N:20]=4)[CH:23]=3)[NH:9][N:8]=2)[CH:2]=[CH:3][CH:4]=[CH:5][CH:6]=1. The reactants are [C:1]1([C:7]2[N:11]=[C:10]([CH2:12][CH2:13][NH2:14])[NH:9][N:8]=2)[CH:6]=[CH:5][CH:4]=[CH:3][CH:2]=1.[F:15][C:16]([F:32])([F:31])[C:17]1[O:21][N:20]=[C:19]([C:22]2[CH:23]=[C:24]([CH:28]=[CH:29][CH:30]=2)[C:25](O)=[O:26])[N:18]=1. The yield is 0.210. No catalyst specified. (3) The reactants are [CH2:1]([C:3]1[CH:8]=[CH:7][C:6]([N+:9]([O-:11])=[O:10])=[CH:5][C:4]=1[N+:12]([O-])=O)[CH3:2]. The catalyst is C(O)(=O)C.[Fe]. The product is [CH2:1]([C:3]1[CH:8]=[CH:7][C:6]([N+:9]([O-:11])=[O:10])=[CH:5][C:4]=1[NH2:12])[CH3:2]. The yield is 0.510.